From a dataset of Forward reaction prediction with 1.9M reactions from USPTO patents (1976-2016). Predict the product of the given reaction. Given the reactants C[O:2][C:3](=[O:24])[C@@H:4]([N:10]1[CH2:14][C:13]([O:15][C:16]2[CH:21]=[CH:20][CH:19]=[CH:18][C:17]=2[Cl:22])=[CH:12][C:11]1=[O:23])[CH2:5][C:6]([F:9])([F:8])[CH3:7].O1CCCC1.O.[OH-].[Li+], predict the reaction product. The product is: [Cl:22][C:17]1[CH:18]=[CH:19][CH:20]=[CH:21][C:16]=1[O:15][C:13]1[CH2:14][N:10]([C@@H:4]([CH2:5][C:6]([F:9])([F:8])[CH3:7])[C:3]([OH:24])=[O:2])[C:11](=[O:23])[CH:12]=1.